From a dataset of NCI-60 drug combinations with 297,098 pairs across 59 cell lines. Regression. Given two drug SMILES strings and cell line genomic features, predict the synergy score measuring deviation from expected non-interaction effect. (1) Drug 1: CS(=O)(=O)OCCCCOS(=O)(=O)C. Drug 2: C1=NNC2=C1C(=O)NC=N2. Cell line: SF-295. Synergy scores: CSS=1.99, Synergy_ZIP=-1.17, Synergy_Bliss=0.353, Synergy_Loewe=-0.141, Synergy_HSA=0.0321. (2) Drug 1: CC12CCC3C(C1CCC2O)C(CC4=C3C=CC(=C4)O)CCCCCCCCCS(=O)CCCC(C(F)(F)F)(F)F. Drug 2: COC1=NC(=NC2=C1N=CN2C3C(C(C(O3)CO)O)O)N. Cell line: NCI-H460. Synergy scores: CSS=-0.976, Synergy_ZIP=0.547, Synergy_Bliss=-0.367, Synergy_Loewe=-1.30, Synergy_HSA=-1.23. (3) Drug 1: C1=CN(C=N1)CC(O)(P(=O)(O)O)P(=O)(O)O. Drug 2: C1C(C(OC1N2C=NC(=NC2=O)N)CO)O. Cell line: MCF7. Synergy scores: CSS=9.02, Synergy_ZIP=-3.22, Synergy_Bliss=-0.0195, Synergy_Loewe=-0.969, Synergy_HSA=1.51. (4) Drug 1: CN1CCC(CC1)COC2=C(C=C3C(=C2)N=CN=C3NC4=C(C=C(C=C4)Br)F)OC. Drug 2: CS(=O)(=O)CCNCC1=CC=C(O1)C2=CC3=C(C=C2)N=CN=C3NC4=CC(=C(C=C4)OCC5=CC(=CC=C5)F)Cl. Cell line: OVCAR-8. Synergy scores: CSS=10.4, Synergy_ZIP=-0.787, Synergy_Bliss=3.65, Synergy_Loewe=1.55, Synergy_HSA=3.33. (5) Drug 1: CC12CCC3C(C1CCC2=O)CC(=C)C4=CC(=O)C=CC34C. Drug 2: C1=NC(=NC(=O)N1C2C(C(C(O2)CO)O)O)N. Cell line: OVCAR3. Synergy scores: CSS=32.4, Synergy_ZIP=-1.56, Synergy_Bliss=-0.524, Synergy_Loewe=-5.25, Synergy_HSA=-0.863.